Predict the product of the given reaction. From a dataset of Forward reaction prediction with 1.9M reactions from USPTO patents (1976-2016). (1) Given the reactants [CH3:1][N:2]1[CH2:7][CH2:6][N:5]([S:8]([NH2:11])(=[O:10])=[O:9])[CH2:4][CH2:3]1.C1(P(C2CCCCC2)C2C=CC=CC=2C2C(C(C)C)=CC(C(C)C)=CC=2C(C)C)CCCCC1.C(=O)([O-])[O-].[Cs+].[Cs+].Cl[C:53]1[CH:58]=[C:57]([O:59][C@H:60]([CH3:82])[CH2:61][O:62][C:63]([C:76]2[CH:81]=[CH:80][CH:79]=[CH:78][CH:77]=2)([C:70]2[CH:75]=[CH:74][CH:73]=[CH:72][CH:71]=2)[C:64]2[CH:69]=[CH:68][CH:67]=[CH:66][CH:65]=2)[N:56]=[C:55]([S:83][CH2:84][C:85]2[CH:90]=[CH:89][CH:88]=[C:87]([F:91])[C:86]=2[F:92])[N:54]=1.FC1C(F)=CC=CC=1CSC1N=C(NS(C2C=CN=CC=2)(=O)=O)C=C(O[C@H](C)CO)N=1, predict the reaction product. The product is: [F:92][C:86]1[C:87]([F:91])=[CH:88][CH:89]=[CH:90][C:85]=1[CH2:84][S:83][C:55]1[N:54]=[C:53]([NH:11][S:8]([N:5]2[CH2:6][CH2:7][N:2]([CH3:1])[CH2:3][CH2:4]2)(=[O:10])=[O:9])[CH:58]=[C:57]([O:59][C@H:60]([CH3:82])[CH2:61][O:62][C:63]([C:76]2[CH:77]=[CH:78][CH:79]=[CH:80][CH:81]=2)([C:64]2[CH:69]=[CH:68][CH:67]=[CH:66][CH:65]=2)[C:70]2[CH:75]=[CH:74][CH:73]=[CH:72][CH:71]=2)[N:56]=1. (2) Given the reactants Br[C:2]1[CH:3]=[CH:4][C:5]([N+:31]([O-])=O)=[C:6]2[C:11]=1[NH:10][CH:9]=[C:8]([C:12]([NH:14][C:15]1[CH:20]=[C:19]([OH:21])[C:18]([C:22]([CH3:25])([CH3:24])[CH3:23])=[CH:17][C:16]=1[C:26]([CH3:29])([CH3:28])[CH3:27])=[O:13])[C:7]2=[O:30].Cl, predict the reaction product. The product is: [NH2:31][C:5]1[CH:4]=[CH:3][CH:2]=[C:11]2[C:6]=1[C:7](=[O:30])[C:8]([C:12]([NH:14][C:15]1[CH:20]=[C:19]([OH:21])[C:18]([C:22]([CH3:23])([CH3:24])[CH3:25])=[CH:17][C:16]=1[C:26]([CH3:29])([CH3:28])[CH3:27])=[O:13])=[CH:9][NH:10]2. (3) Given the reactants Br[C:2]1[CH:7]=[CH:6][C:5]([CH2:8][CH2:9][F:10])=[CH:4][CH:3]=1.C([Li])CCC.CCCCCC.C[O:23][B:24](OC)[O:25]C.Cl, predict the reaction product. The product is: [F:10][CH2:9][CH2:8][C:5]1[CH:6]=[CH:7][C:2]([B:24]([OH:25])[OH:23])=[CH:3][CH:4]=1. (4) Given the reactants [F:1][C:2]1[CH:34]=[CH:33][CH:32]=[C:31]([F:35])[C:3]=1[C:4]([NH:6][C:7]1[S:8][C:9]([C:21]2[CH:26]=[CH:25][CH:24]=[C:23]([C:27]([F:30])([F:29])[F:28])[CH:22]=2)=[C:10]([C:12]2[CH:16]=[C:15]([Si](C)(C)C)[O:14][N:13]=2)[N:11]=1)=[O:5].[F-].[Cs+], predict the reaction product. The product is: [F:35][C:31]1[CH:32]=[CH:33][CH:34]=[C:2]([F:1])[C:3]=1[C:4]([NH:6][C:7]1[S:8][C:9]([C:21]2[CH:26]=[CH:25][CH:24]=[C:23]([C:27]([F:28])([F:29])[F:30])[CH:22]=2)=[C:10]([C:12]2[CH:16]=[CH:15][O:14][N:13]=2)[N:11]=1)=[O:5]. (5) Given the reactants Br[C:2]1[CH:7]=[CH:6][CH:5]=[CH:4][C:3]=1[C:8]1[CH:13]=[CH:12][C:11]([S:14]([CH3:17])(=[O:16])=[O:15])=[CH:10][CH:9]=1.[Cl:18][C:19]1[CH:20]=[C:21](B(O)O)[CH:22]=[CH:23][C:24]=1[F:25], predict the reaction product. The product is: [Cl:18][C:19]1[CH:20]=[C:21]([C:2]2[CH:7]=[CH:6][CH:5]=[CH:4][C:3]=2[C:8]2[CH:13]=[CH:12][C:11]([S:14]([CH3:17])(=[O:16])=[O:15])=[CH:10][CH:9]=2)[CH:22]=[CH:23][C:24]=1[F:25].